From a dataset of Full USPTO retrosynthesis dataset with 1.9M reactions from patents (1976-2016). Predict the reactants needed to synthesize the given product. (1) Given the product [CH3:18][C:12]1[CH:11]=[CH:10][C:9]2[C:14](=[CH:15][CH:16]=[CH:17][C:8]=2[CH:6]2[CH2:5][CH2:4][NH:3][CH:2]([CH3:1])[CH2:7]2)[N:13]=1, predict the reactants needed to synthesize it. The reactants are: [CH3:1][CH:2]1[CH2:7][CH:6]([C:8]2[CH:17]=[CH:16][CH:15]=[C:14]3[C:9]=2[CH:10]=[CH:11][C:12]([CH3:18])=[N:13]3)[CH2:5][CH2:4][N:3]1C(OC(C)(C)C)=O.C(Cl)Cl. (2) Given the product [CH2:1]([O:3][C:4](=[O:25])[CH2:5][C:6]1[C:7]([CH3:24])=[C:8]([S:16][C:17]2[CH:22]=[CH:21][C:20]([C:28]3[N:27]([CH3:26])[CH:31]=[CH:30][N:29]=3)=[CH:19][CH:18]=2)[N:9]2[C:14]=1[CH:13]=[CH:12][C:11]([F:15])=[CH:10]2)[CH3:2], predict the reactants needed to synthesize it. The reactants are: [CH2:1]([O:3][C:4](=[O:25])[CH2:5][C:6]1[C:7]([CH3:24])=[C:8]([S:16][C:17]2[CH:22]=[CH:21][C:20](Br)=[CH:19][CH:18]=2)[N:9]2[C:14]=1[CH:13]=[CH:12][C:11]([F:15])=[CH:10]2)[CH3:2].[CH3:26][N:27]1[CH:31]=[CH:30][N:29]=[C:28]1[Sn](CCCC)(CCCC)CCCC. (3) Given the product [Cl:1][C:2]1[CH:7]=[CH:6][C:5]([CH2:10][CH:11]([OH:13])[CH3:12])=[CH:4][CH:3]=1, predict the reactants needed to synthesize it. The reactants are: [Cl:1][C:2]1[CH:7]=[CH:6][C:5]([Mg]Br)=[CH:4][CH:3]=1.[CH2:10]1[O:13][CH:11]1[CH3:12].